From a dataset of Catalyst prediction with 721,799 reactions and 888 catalyst types from USPTO. Predict which catalyst facilitates the given reaction. (1) The catalyst class is: 5. Reactant: [CH2:1]([N:8]1[CH2:13][CH2:12][N:11]([C:14]2[N:19]=[C:18]([CH2:20][S:21]([C:24]3[CH:29]=[CH:28][CH:27]=[CH:26][CH:25]=3)(=[O:23])=[O:22])[C:17]([N+:30]([O-])=O)=[CH:16][CH:15]=2)[CH2:10][CH2:9]1)[C:2]1[CH:7]=[CH:6][CH:5]=[CH:4][CH:3]=1.[Sn].Cl.C([O-])(O)=O.[Na+]. Product: [NH2:30][C:17]1[C:18]([CH2:20][S:21]([C:24]2[CH:25]=[CH:26][CH:27]=[CH:28][CH:29]=2)(=[O:23])=[O:22])=[N:19][C:14]([N:11]2[CH2:10][CH2:9][N:8]([CH2:1][C:2]3[CH:3]=[CH:4][CH:5]=[CH:6][CH:7]=3)[CH2:13][CH2:12]2)=[CH:15][CH:16]=1. (2) Reactant: [O:1]1[C:6]2=[CH:7][N:8]=[C:9]([CH2:11][OH:12])[CH:10]=[C:5]2[CH2:4][CH2:3][CH2:2]1.CS(C)=O.C(N(CC)CC)C.S(=O)(=O)=O.N1C=CC=CC=1. The catalyst class is: 2. Product: [O:1]1[C:6]2=[CH:7][N:8]=[C:9]([CH:11]=[O:12])[CH:10]=[C:5]2[CH2:4][CH2:3][CH2:2]1. (3) Reactant: [H-].[H-].[H-].[H-].[Li+].[Al+3].C[O:8][C:9]([C@@H:11]1[CH2:15][C@@H:14]([S:16][C:17]([C:30]2[CH:35]=[CH:34][CH:33]=[CH:32][CH:31]=2)([C:24]2[CH:29]=[CH:28][CH:27]=[CH:26][CH:25]=2)[C:18]2[CH:23]=[CH:22][CH:21]=[CH:20][CH:19]=2)[CH2:13][N:12]1[S:36]([C:39]1[CH:48]=[CH:47][C:46]2[C:41](=[CH:42][CH:43]=[CH:44][CH:45]=2)[CH:40]=1)(=[O:38])=[O:37])=O.C(Cl)Cl.CCOC(C)=O. Product: [CH:40]1[C:41]2[C:46](=[CH:45][CH:44]=[CH:43][CH:42]=2)[CH:47]=[CH:48][C:39]=1[S:36]([N:12]1[CH2:13][C@H:14]([S:16][C:17]([C:18]2[CH:19]=[CH:20][CH:21]=[CH:22][CH:23]=2)([C:24]2[CH:25]=[CH:26][CH:27]=[CH:28][CH:29]=2)[C:30]2[CH:35]=[CH:34][CH:33]=[CH:32][CH:31]=2)[CH2:15][C@H:11]1[CH2:9][OH:8])(=[O:38])=[O:37].[SH:16][C@H:14]1[CH2:13][N:12]([S:36]([C:39]2[CH:48]=[CH:47][C:46]3[C:41](=[CH:42][CH:43]=[CH:44][CH:45]=3)[CH:40]=2)(=[O:38])=[O:37])[C@@H:11]([CH2:9][OH:8])[CH2:15]1. The catalyst class is: 1. (4) Reactant: [Br:1][C:2]1[CH:3]=[CH:4][C:5]([CH:8]([C:17]2[C:22]([F:23])=[CH:21][CH:20]=[CH:19][C:18]=2[F:24])[C:9](=[O:16])[C:10]#[C:11][Si](C)(C)C)=[N:6][CH:7]=1.CCCC[N+](CCCC)(CCCC)CCCC.[F-].[NH4+].[Cl-]. Product: [Br:1][C:2]1[CH:3]=[CH:4][C:5]([CH:8]([C:17]2[C:22]([F:23])=[CH:21][CH:20]=[CH:19][C:18]=2[F:24])[C:9](=[O:16])[C:10]#[CH:11])=[N:6][CH:7]=1. The catalyst class is: 1. (5) Reactant: Br[C:2]1[CH:3]=[N:4][CH:5]=[C:6]2[C:11]=1[N:10]=[C:9]([C:12]([NH:14][CH2:15][C:16]([F:19])([F:18])[F:17])=[O:13])[CH:8]=[CH:7]2.[F:20][C:21]1[CH:22]=[C:23](B(O)O)[CH:24]=[CH:25][CH:26]=1.C(=O)([O-])[O-].[Cs+].[Cs+]. Product: [F:20][C:21]1[CH:26]=[C:25]([C:2]2[CH:3]=[N:4][CH:5]=[C:6]3[C:11]=2[N:10]=[C:9]([C:12]([NH:14][CH2:15][C:16]([F:19])([F:18])[F:17])=[O:13])[CH:8]=[CH:7]3)[CH:24]=[CH:23][CH:22]=1. The catalyst class is: 688. (6) Reactant: [CH:1]1([CH:6]([C:14]2[CH:19]=[CH:18][C:17]([CH2:20][N:21]3[CH2:29][C:28]4[C:23](=[CH:24][CH:25]=[CH:26][CH:27]=4)[C:22]3=[O:30])=[CH:16][CH:15]=2)[C:7]([O:9]C(C)(C)C)=[O:8])[CH2:5][CH2:4][CH2:3][CH2:2]1. Product: [CH:1]1([CH:6]([C:14]2[CH:19]=[CH:18][C:17]([CH2:20][N:21]3[CH2:29][C:28]4[C:23](=[CH:24][CH:25]=[CH:26][CH:27]=4)[C:22]3=[O:30])=[CH:16][CH:15]=2)[C:7]([OH:9])=[O:8])[CH2:2][CH2:3][CH2:4][CH2:5]1. The catalyst class is: 89. (7) Reactant: C([O:3][P:4]([CH2:9][CH2:10][C:11]12[CH2:18][CH2:17][C:14]([C:19]3[NH:27][C:26]4[C:25](=[O:28])[N:24]([CH2:29][CH2:30][CH3:31])[C:23](=[O:32])[N:22]([CH2:33][CH2:34][CH3:35])[C:21]=4[N:20]=3)([CH2:15][CH2:16]1)[CH2:13][CH2:12]2)(=[O:8])[O:5]CC)C.C[Si](Br)(C)C.O. Product: [O:32]=[C:23]1[N:22]([CH2:33][CH2:34][CH3:35])[C:21]2[N:20]=[C:19]([C:14]34[CH2:15][CH2:16][C:11]([CH2:10][CH2:9][P:4](=[O:3])([OH:5])[OH:8])([CH2:12][CH2:13]3)[CH2:18][CH2:17]4)[NH:27][C:26]=2[C:25](=[O:28])[N:24]1[CH2:29][CH2:30][CH3:31]. The catalyst class is: 2. (8) Reactant: IC.[C:3]([O-])([O-])=O.[K+].[K+].[O:9]=[C:10]1[C@@H:16]([NH:17][C:18](=[O:23])[C:19]([F:22])([F:21])[F:20])[CH2:15][CH2:14][S:13][C@H:12]2[CH2:24][CH2:25][CH2:26][C@@H:27]([C:28]([O:30][CH3:31])=[O:29])[N:11]12. Product: [O:9]=[C:10]1[C@@H:16]([N:17]([CH3:3])[C:18](=[O:23])[C:19]([F:20])([F:21])[F:22])[CH2:15][CH2:14][S:13][C@H:12]2[CH2:24][CH2:25][CH2:26][C@@H:27]([C:28]([O:30][CH3:31])=[O:29])[N:11]12. The catalyst class is: 3. (9) Product: [Br:1][C:2]1[CH:3]=[C:4]([NH:17][S:18]([CH3:21])(=[O:20])=[O:19])[CH:5]=[C:6]([C:8]([C:10]2[CH:15]=[CH:14][N:13]=[C:12]([O:23][CH3:22])[CH:11]=2)=[O:9])[CH:7]=1. Reactant: [Br:1][C:2]1[CH:3]=[C:4]([NH:17][S:18]([CH3:21])(=[O:20])=[O:19])[CH:5]=[C:6]([C:8]([C:10]2[CH:15]=[CH:14][N:13]=[C:12](Cl)[CH:11]=2)=[O:9])[CH:7]=1.[CH3:22][O-:23].[Na+]. The catalyst class is: 5. (10) Reactant: [CH3:1][C:2]1[CH:7]=[C:6]([CH2:8][O:9]C(=O)C)[CH:5]=[CH:4][N:3]=1.[OH-].[NH4+]. Product: [CH3:1][C:2]1[CH:7]=[C:6]([CH2:8][OH:9])[CH:5]=[CH:4][N:3]=1. The catalyst class is: 5.